Dataset: Full USPTO retrosynthesis dataset with 1.9M reactions from patents (1976-2016). Task: Predict the reactants needed to synthesize the given product. (1) Given the product [N:1]1[CH:6]=[CH:5][CH:4]=[CH:3][C:2]=1[CH2:7][O:8][C:9]1[CH:14]=[CH:13][C:12]2[N:15]=[C:40]([C:39]3[CH:38]=[CH:37][C:36]([C:34]([NH:33][C:30]4[CH:29]=[CH:28][C:27]([N:24]5[CH2:23][CH2:22][O:21][CH2:26][CH2:25]5)=[CH:32][CH:31]=4)=[O:35])=[CH:43][CH:42]=3)[NH:18][C:11]=2[CH:10]=1, predict the reactants needed to synthesize it. The reactants are: [N:1]1[CH:6]=[CH:5][CH:4]=[CH:3][C:2]=1[CH2:7][O:8][C:9]1[CH:14]=[CH:13][C:12]([N+:15]([O-])=O)=[C:11]([N+:18]([O-])=O)[CH:10]=1.[O:21]1[CH2:26][CH2:25][N:24]([C:27]2[CH:32]=[CH:31][C:30]([NH:33][C:34]([C:36]3[CH:43]=[CH:42][C:39]([CH:40]=O)=[CH:38][CH:37]=3)=[O:35])=[CH:29][CH:28]=2)[CH2:23][CH2:22]1. (2) Given the product [CH2:1]([O:3][C:4](=[O:25])[CH:5]([NH:24][CH2:26][C:27]1[CH:32]=[CH:31][CH:30]=[CH:29][CH:28]=1)[CH2:6][CH2:7][O:8][C:9]1[CH:14]=[CH:13][C:12]([O:15][C:16]([C:19]([O:21][CH2:22][CH3:23])=[O:20])([CH3:18])[CH3:17])=[CH:11][CH:10]=1)[CH3:2], predict the reactants needed to synthesize it. The reactants are: [CH2:1]([O:3][C:4](=[O:25])[CH:5]([NH2:24])[CH2:6][CH2:7][O:8][C:9]1[CH:14]=[CH:13][C:12]([O:15][C:16]([C:19]([O:21][CH2:22][CH3:23])=[O:20])([CH3:18])[CH3:17])=[CH:11][CH:10]=1)[CH3:2].[CH:26](=O)[C:27]1[CH:32]=[CH:31][CH:30]=[CH:29][CH:28]=1.C(O[BH-](OC(=O)C)OC(=O)C)(=O)C.[Na+]. (3) Given the product [CH3:1][O:2][C:3]([C:5]1[C:6](=[O:17])[S:7][C:8]2[C:13]([C:14]=1[OH:15])=[CH:12][CH:11]=[C:10]([C:23]1[N:19]([CH3:18])[N:20]=[C:21]([C:37]([F:40])([F:39])[F:38])[CH:22]=1)[CH:9]=2)=[O:4], predict the reactants needed to synthesize it. The reactants are: [CH3:1][O:2][C:3]([C:5]1[C:6](=[O:17])[S:7][C:8]2[C:13]([C:14]=1[OH:15])=[CH:12][CH:11]=[C:10](Br)[CH:9]=2)=[O:4].[CH3:18][N:19]1[C:23]([Sn](CCCC)(CCCC)CCCC)=[CH:22][C:21]([C:37]([F:40])([F:39])[F:38])=[N:20]1. (4) Given the product [OH:12][CH2:11][CH2:10][O:13][CH2:3][CH2:2][C:1]([O:5][C:6]([CH3:9])([CH3:8])[CH3:7])=[O:4], predict the reactants needed to synthesize it. The reactants are: [C:1]([O:5][C:6]([CH3:9])([CH3:8])[CH3:7])(=[O:4])[CH:2]=[CH2:3].[CH2:10]([OH:13])[CH2:11][OH:12].[OH-].[K+].